This data is from Experimentally validated miRNA-target interactions with 360,000+ pairs, plus equal number of negative samples. The task is: Binary Classification. Given a miRNA mature sequence and a target amino acid sequence, predict their likelihood of interaction. (1) The miRNA is mmu-miR-10b-5p with sequence UACCCUGUAGAACCGAAUUUGUG. The protein sequence of the target gene is MEEMEEELKCPVCGSFYREPIILPCSHNLCQACARNILVQTPESESPQSRRASGSGVSDYDYLDLDKMSLYSEADSGYGSYGGFASAPTTPCQKSPNGVRVFPPAMPPPPTHLSPALAPVPRNSCITCPQCHRSLILDDRGLRGFPKNRVLEGVIDRYQQSKAAALKCQLCEKAPKEATVMCEQCDVFYCDPCRLRCHPPRGPLAKHRLVPPAQGRVSRRLSPRKVSTCTDHELENHSMYCVQCKMPVCYQCLEEGKHSSHEVKALGAMWKLHKSQLSQALNGLSDRAKEAKEFLVQLRT.... Result: 0 (no interaction). (2) The miRNA is hsa-miR-548g-3p with sequence AAAACUGUAAUUACUUUUGUAC. The protein sequence of the target gene is MSDKPDMAEIEKFDKSKLKKTETQEKNPLPSKETIEQEKQAGES. Result: 1 (interaction).